Dataset: Full USPTO retrosynthesis dataset with 1.9M reactions from patents (1976-2016). Task: Predict the reactants needed to synthesize the given product. (1) Given the product [OH:1][C:2]1[C:3]([CH3:17])=[N:4][C:5]2[C:10]([CH:11]=1)=[CH:9][CH:8]=[CH:7][CH:6]=2, predict the reactants needed to synthesize it. The reactants are: [OH:1][C:2]1[C:3]([CH3:17])=[N:4][C:5]2[C:10]([C:11]=1C(OCC)=O)=[CH:9][CH:8]=[CH:7][CH:6]=2. (2) Given the product [Cl:1][C:2]1[CH:3]=[C:4]2[C:9](=[CH:10][C:11]=1[NH:12][CH2:13][C:14]1[C:15]([NH2:24])=[N:16][CH:17]=[CH:18][C:19]=1[C:20]([F:22])([F:23])[F:21])[O:8][CH:7]([C:34]1[C:39]([F:40])=[CH:38][CH:37]=[CH:36][N:35]=1)[CH2:6][CH2:5]2, predict the reactants needed to synthesize it. The reactants are: [Cl:1][C:2]1[CH:3]=[C:4]2[C:9](=[CH:10][C:11]=1[NH:12][CH2:13][C:14]1[C:15]([NH:24]CC3C=CC(OC)=CC=3)=[N:16][CH:17]=[CH:18][C:19]=1[C:20]([F:23])([F:22])[F:21])[O:8][CH:7]([C:34]1[C:39]([F:40])=[CH:38][CH:37]=[CH:36][N:35]=1)[CH2:6][CH2:5]2.FC(F)(F)C(O)=O.C(=O)([O-])O.[Na+].